Task: Predict which catalyst facilitates the given reaction.. Dataset: Catalyst prediction with 721,799 reactions and 888 catalyst types from USPTO (1) Reactant: [CH3:1][Li].[CH2:3]([N:7]1[C:11]2[CH2:12][O:13][CH2:14][C:15](=[O:16])[C:10]=2[S:9]/[C:8]/1=[N:17]\[C:18](=[O:28])[C:19]1[CH:24]=[C:23]([Cl:25])[CH:22]=[CH:21][C:20]=1[O:26][CH3:27])[CH2:4][CH2:5][CH3:6]. Product: [CH2:3]([N:7]1[C:11]2[CH2:12][O:13][CH2:14][C:15]([OH:16])([CH3:1])[C:10]=2[S:9]/[C:8]/1=[N:17]\[C:18](=[O:28])[C:19]1[CH:24]=[C:23]([Cl:25])[CH:22]=[CH:21][C:20]=1[O:26][CH3:27])[CH2:4][CH2:5][CH3:6]. The catalyst class is: 7. (2) Reactant: [CH:1]1([CH2:7][C:8]([OH:10])=O)[CH2:6][CH2:5][CH2:4][CH2:3][CH2:2]1.C(Cl)CCl.C1C=CC2N(O)N=NC=2C=1.[NH2:25][C@@H:26]([C:52]([CH3:55])([CH3:54])[CH3:53])[C:27]([N:29]1[C@H:44]([C:45]([O:47][C:48]([CH3:51])([CH3:50])[CH3:49])=[O:46])[CH2:43][C@:31]2([O:35][C:34](=[O:36])[N:33]([C:37]3[CH:42]=[CH:41][CH:40]=[CH:39][CH:38]=3)[CH2:32]2)[CH2:30]1)=[O:28].CCN(C(C)C)C(C)C.NCCC1N=CNC=1. Product: [CH:1]1([CH2:7][C:8]([NH:25][C@@H:26]([C:52]([CH3:55])([CH3:54])[CH3:53])[C:27]([N:29]2[C@H:44]([C:45]([O:47][C:48]([CH3:50])([CH3:49])[CH3:51])=[O:46])[CH2:43][C@:31]3([O:35][C:34](=[O:36])[N:33]([C:37]4[CH:42]=[CH:41][CH:40]=[CH:39][CH:38]=4)[CH2:32]3)[CH2:30]2)=[O:28])=[O:10])[CH2:2][CH2:3][CH2:4][CH2:5][CH2:6]1. The catalyst class is: 39. (3) Reactant: [C:1]([Mg]Br)#[CH:2].[CH2:5]([C@:7]12[CH2:31][CH2:30][C:29](=[O:32])[CH2:28][C@H:8]1[CH2:9][CH2:10][CH2:11][C:12]1[CH:13]=[C:14]3[C:18](=[CH:19][C:20]=12)[CH:17]=[N:16][N:15]3[C:21]1[CH:26]=[CH:25][C:24]([F:27])=[CH:23][CH:22]=1)[CH3:6].[CH2:33]([C@@:35]12[CH2:59][CH2:58][C:57](=[O:60])[CH2:56][C@@H:36]1[CH2:37][CH2:38][CH2:39][C:40]1[CH:41]=[C:42]3[C:46](=[CH:47][C:48]=12)[CH:45]=[N:44][N:43]3[C:49]1[CH:54]=[CH:53][C:52]([F:55])=[CH:51][CH:50]=1)[CH3:34]. Product: [CH2:5]([C@:7]12[CH2:31][CH2:30][C@:29]([C:1]#[CH:2])([OH:32])[CH2:28][C@@H:8]1[CH2:9][CH2:10][CH2:11][C:12]1[C:20]2=[CH:19][C:18]2[CH:17]=[N:16][N:15]([C:21]3[CH:26]=[CH:25][C:24]([F:27])=[CH:23][CH:22]=3)[C:14]=2[CH:13]=1)[CH3:6].[CH2:33]([C@@:35]12[CH2:59][CH2:58][C@@:57]([C:1]#[CH:2])([OH:60])[CH2:56][C@H:36]1[CH2:37][CH2:38][CH2:39][C:40]1[C:48]2=[CH:47][C:46]2[CH:45]=[N:44][N:43]([C:49]3[CH:54]=[CH:53][C:52]([F:55])=[CH:51][CH:50]=3)[C:42]=2[CH:41]=1)[CH3:34]. The catalyst class is: 1. (4) Reactant: [C:1]12([C:11]3[CH:16]=[C:15]([C:17]4[CH:22]=[CH:21][C:20]([CH:23]5[O:27][CH2:26][CH2:25][O:24]5)=[CH:19][N:18]=4)[CH:14]=[C:13]([NH2:28])[C:12]=3[OH:29])[CH2:10][CH:5]3[CH2:6][CH:7]([CH2:9][CH:3]([CH2:4]3)[CH2:2]1)[CH2:8]2.[C:30](Cl)(=O)[C:31]1[CH:36]=[CH:35][CH:34]=[CH:33][CH:32]=1.C1(C)C=CC(S(O)(=O)=O)=CC=1. Product: [C:1]12([C:11]3[C:12]4[O:29][C:30]([C:31]5[CH:36]=[CH:35][CH:34]=[CH:33][CH:32]=5)=[N:28][C:13]=4[CH:14]=[C:15]([C:17]4[CH:22]=[CH:21][C:20]([CH:23]5[O:27][CH2:26][CH2:25][O:24]5)=[CH:19][N:18]=4)[CH:16]=3)[CH2:8][CH:7]3[CH2:9][CH:3]([CH2:4][CH:5]([CH2:6]3)[CH2:10]1)[CH2:2]2. The catalyst class is: 11. (5) Reactant: [Cl:1][C:2]1[C:8]([Cl:9])=[CH:7][CH:6]=[CH:5][C:3]=1[NH2:4].[S-:10][C:11]#[N:12].[K+].BrBr. Product: [NH2:12][C:11]1[S:10][C:5]2[CH:6]=[CH:7][C:8]([Cl:9])=[C:2]([Cl:1])[C:3]=2[N:4]=1. The catalyst class is: 15.